The task is: Predict the reactants needed to synthesize the given product.. This data is from Full USPTO retrosynthesis dataset with 1.9M reactions from patents (1976-2016). Given the product [C:26]([O:9][C:4]1[C:3]([C:10]([C:12]2[CH:17]=[CH:16][C:15]([O:18][CH3:19])=[CH:14][CH:13]=2)=[O:11])=[C:2]([Cl:1])[CH:7]=[C:6]([CH3:8])[CH:5]=1)(=[O:28])[CH3:27], predict the reactants needed to synthesize it. The reactants are: [Cl:1][C:2]1[CH:7]=[C:6]([CH3:8])[CH:5]=[C:4]([OH:9])[C:3]=1[C:10]([C:12]1[CH:17]=[CH:16][C:15]([O:18][CH3:19])=[CH:14][CH:13]=1)=[O:11].N1C=CC=CC=1.[C:26](OC(=O)C)(=[O:28])[CH3:27].